From a dataset of Full USPTO retrosynthesis dataset with 1.9M reactions from patents (1976-2016). Predict the reactants needed to synthesize the given product. (1) Given the product [O:27]=[C:8]1[NH:7][C:30](=[O:32])[CH2:31][N:9]1[C:10]1[CH:11]=[C:12]2[C:16](=[CH:17][CH:18]=1)[NH:15][C:14](=[O:19])[C:13]2=[C:20]([C:22]1[NH:23][CH:24]=[CH:25][CH:26]=1)[CH3:21], predict the reactants needed to synthesize it. The reactants are: C(OC(C[NH:7][C:8](=[O:27])[NH:9][C:10]1[CH:11]=[C:12]2[C:16](=[CH:17][CH:18]=1)[NH:15][C:14](=[O:19])[C:13]2=[C:20]([C:22]1[NH:23][CH:24]=[CH:25][CH:26]=1)[CH3:21])=O)C.[H-].[Na+].[C:30](OCC)(=[O:32])[CH3:31].Cl. (2) Given the product [OH:12][N:11]=[C:20]([NH2:16])[C:21]1[CH:7]=[CH:4][CH:3]=[C:2]([I:1])[CH:9]=1, predict the reactants needed to synthesize it. The reactants are: [I:1][C:2]1[CH:3]=[C:4]([CH:7]=C[CH:9]=1)C#N.Cl.[NH2:11][OH:12].C([N:16]([CH2:20][CH3:21])C(C)C)(C)C.[Cl-].[NH4+].